Dataset: Reaction yield outcomes from USPTO patents with 853,638 reactions. Task: Predict the reaction yield, written as a fraction of the theoretical maximum amount of product (1.0 means a 100% yield; for example, 0.34 means a 34% yield). (1) The reactants are [CH3:1][C:2]1[C:6]([CH3:7])=[C:5]([NH:8][C:9](=[O:16])OCC(Cl)(Cl)Cl)[O:4][N:3]=1.[S:17]1[CH:21]=[CH:20][CH:19]=[C:18]1[C:22]1[N:26]=[C:25]([N:27]2[CH2:32][CH2:31][NH:30][CH2:29][CH2:28]2)[S:24][N:23]=1.C(N(C(C)C)CC)(C)C.O. The product is [CH3:1][C:2]1[C:6]([CH3:7])=[C:5]([NH:8][C:9]([N:30]2[CH2:29][CH2:28][N:27]([C:25]3[S:24][N:23]=[C:22]([C:18]4[S:17][CH:21]=[CH:20][CH:19]=4)[N:26]=3)[CH2:32][CH2:31]2)=[O:16])[O:4][N:3]=1. The yield is 0.311. The catalyst is CS(C)=O. (2) The reactants are [F:1][C:2]1[C:10]([N+:11]([O-:13])=[O:12])=[CH:9][CH:8]=[CH:7][C:3]=1[C:4]([OH:6])=O.C(Cl)(=O)C(Cl)=O.[CH2:20]([C:22]1[CH:28]=[C:27]([C:29]([F:41])([C:37]([F:40])([F:39])[F:38])[C:30]([F:36])([F:35])[C:31]([F:34])([F:33])[F:32])[CH:26]=[C:25]([CH3:42])[C:23]=1[NH2:24])[CH3:21].N1C=CC=CC=1. The catalyst is ClCCl.O1CCCC1.CN(C)C=O. The product is [CH2:20]([C:22]1[CH:28]=[C:27]([C:29]([F:41])([C:37]([F:38])([F:39])[F:40])[C:30]([F:35])([F:36])[C:31]([F:32])([F:33])[F:34])[CH:26]=[C:25]([CH3:42])[C:23]=1[NH:24][C:4](=[O:6])[C:3]1[CH:7]=[CH:8][CH:9]=[C:10]([N+:11]([O-:13])=[O:12])[C:2]=1[F:1])[CH3:21]. The yield is 0.430. (3) The catalyst is CO.[Pd]. The yield is 0.920. The reactants are [CH3:1][C:2]([OH:16])([CH3:15])[CH2:3][O:4][C:5]1[CH:10]=[CH:9][C:8]([N+:11]([O-])=O)=[CH:7][C:6]=1[CH3:14]. The product is [NH2:11][C:8]1[CH:9]=[CH:10][C:5]([O:4][CH2:3][C:2]([CH3:15])([OH:16])[CH3:1])=[C:6]([CH3:14])[CH:7]=1. (4) The reactants are [CH3:1][C:2]1[N:3]=[C:4]([NH:7][C:8]2[CH:13]=[C:12]([S:14][C:15]3[CH:16]=[C:17]([CH:21]=[CH:22][CH:23]=3)[C:18]([OH:20])=O)[CH:11]=[CH:10][N:9]=2)[S:5][CH:6]=1.C(N(CC)CC)C.C([Cl:36])(=O)OCC.[CH3:37][N:38]([CH3:42])[CH2:39][CH2:40][NH2:41].[ClH:43]. The catalyst is C(Cl)Cl.C1COCC1. The product is [ClH:36].[ClH:43].[CH3:37][N:38]([CH3:42])[CH2:39][CH2:40][NH:41][C:18](=[O:20])[C:17]1[CH:21]=[CH:22][CH:23]=[C:15]([S:14][C:12]2[CH:11]=[CH:10][N:9]=[C:8]([NH:7][C:4]3[S:5][CH:6]=[C:2]([CH3:1])[N:3]=3)[CH:13]=2)[CH:16]=1. The yield is 0.424.